From a dataset of Full USPTO retrosynthesis dataset with 1.9M reactions from patents (1976-2016). Predict the reactants needed to synthesize the given product. (1) Given the product [S:23]=[C:22]1[NH:24][C:25](=[O:26])[CH:27]([CH2:18][C:16]2[O:17][C:10]3[C:9]([C:8]#[C:7][C:3]4[CH:2]=[C:1]([CH3:20])[CH:6]=[CH:5][CH:4]=4)=[CH:14][N:13]=[CH:12][C:11]=3[CH:15]=2)[S:21]1, predict the reactants needed to synthesize it. The reactants are: [C:1]1([CH3:20])[CH:6]=[CH:5][CH:4]=[C:3]([C:7]#[C:8][C:9]2[C:10]3[O:17][C:16]([CH:18]=O)=[CH:15][C:11]=3[CH:12]=[N:13][CH:14]=2)[CH:2]=1.[S:21]1[CH2:27][C:25](=[O:26])[NH:24][C:22]1=[S:23].C([O-])(=O)C.[Na+]. (2) Given the product [N:1]1[N:2]([C:7]2[N:12]=[C:11]([NH:13][C:14]3[N:19]=[CH:18][C:17]4[N:20]=[C:21]([CH3:26])[N:22]([CH:23]([CH3:24])[CH3:25])[C:16]=4[CH:15]=3)[CH:10]=[CH:9][N:8]=2)[N:3]=[CH:4][CH:5]=1, predict the reactants needed to synthesize it. The reactants are: [NH:1]1[CH:5]=[CH:4][N:3]=[N:2]1.Cl[C:7]1[N:12]=[C:11]([NH:13][C:14]2[N:19]=[CH:18][C:17]3[N:20]=[C:21]([CH3:26])[N:22]([CH:23]([CH3:25])[CH3:24])[C:16]=3[CH:15]=2)[CH:10]=[CH:9][N:8]=1.C(=O)([O-])[O-].[K+].[K+].CN1CCCC1=O. (3) Given the product [NH2:22][C@H:18]1[CH2:17][CH2:16][S:15][C@H:14]2[CH2:13][CH2:12][CH2:11][C@@H:10]([C:8]#[N:9])[N:20]2[C:19]1=[O:21], predict the reactants needed to synthesize it. The reactants are: FC(F)(F)C(O)=O.[C:8]([C@H:10]1[N:20]2[C@@H:14]([S:15][CH2:16][CH2:17][C@H:18]([NH:22]C(=O)OC(C)(C)C)[C:19]2=[O:21])[CH2:13][CH2:12][CH2:11]1)#[N:9]. (4) Given the product [CH2:3]([C@@H:5]1[CH2:9][C@H:8]([OH:10])[CH2:7][C@@H:6]1[C:11]([OH:13])=[O:12])[CH3:4], predict the reactants needed to synthesize it. The reactants are: [OH-].[Na+].[CH2:3]([C@@H:5]1[CH2:9][C@H:8]([OH:10])[CH2:7][C@@H:6]1[C:11]([O:13]CC)=[O:12])[CH3:4]. (5) Given the product [Cl:1][C:2]1[CH:10]=[CH:9][C:8]([C:11]2[CH:12]=[N:13][C:14]([CH3:17])=[CH:15][CH:16]=2)=[CH:7][C:3]=1[C:4]([NH:53][CH2:52][C:46]1([C:43]2[CH:42]=[CH:41][C:40]([CH3:54])=[CH:45][CH:44]=2)[CH2:47][CH2:48][CH2:49][CH2:50][CH2:51]1)=[O:6], predict the reactants needed to synthesize it. The reactants are: [Cl:1][C:2]1[CH:10]=[CH:9][C:8]([C:11]2[CH:12]=[N:13][C:14]([CH3:17])=[CH:15][CH:16]=2)=[CH:7][C:3]=1[C:4]([OH:6])=O.ON1C2C=CC=CC=2N=N1.Cl.CN(C)CCCN=C=NCC.[C:40]1([CH3:54])[CH:45]=[CH:44][C:43]([C:46]2([CH2:52][NH2:53])[CH2:51][CH2:50][CH2:49][CH2:48][CH2:47]2)=[CH:42][CH:41]=1.C(N(CC)CC)C. (6) Given the product [CH3:1][O:2][C:3](=[O:17])[C:4]1[CH:5]=[C:6]([NH:16][CH2:32][CH2:33][CH3:34])[CH:7]=[C:8]([N:10]2[CH2:14][CH2:13][CH2:12][C:11]2=[O:15])[CH:9]=1, predict the reactants needed to synthesize it. The reactants are: [CH3:1][O:2][C:3](=[O:17])[C:4]1[CH:9]=[C:8]([N:10]2[CH2:14][CH2:13][CH2:12][C:11]2=[O:15])[CH:7]=[C:6]([NH2:16])[CH:5]=1.C(O[BH-](OC(=O)C)OC(=O)C)(=O)C.[Na+].[CH:32](=O)[CH2:33][CH3:34].CC(O)=O. (7) Given the product [F:45][C:46]([F:51])([F:50])[C:47]([OH:49])=[O:48].[CH3:43][N:25]([C:23]1[CH:22]=[CH:21][C:18]2[N:19]([CH3:20])[C:15]([NH:8][C:9]3[CH:14]=[CH:13][CH:12]=[CH:11][CH:10]=3)=[N:16][C:17]=2[CH:24]=1)[C:26]1[CH:31]=[CH:30][N:29]=[C:28]([NH:32][C:33]2[CH:34]=[C:35]([S:39]([NH2:40])(=[O:42])=[O:41])[CH:36]=[CH:37][CH:38]=2)[N:27]=1, predict the reactants needed to synthesize it. The reactants are: Cl.C(OC(=O)[N:8]([C:15]1[N:19]([CH3:20])[C:18]2[CH:21]=[CH:22][C:23]([N:25]([CH3:43])[C:26]3[CH:31]=[CH:30][N:29]=[C:28]([NH:32][C:33]4[CH:38]=[CH:37][CH:36]=[C:35]([S:39](=[O:42])(=[O:41])[NH2:40])[CH:34]=4)[N:27]=3)=[CH:24][C:17]=2[N:16]=1)[C:9]1[CH:14]=[CH:13][CH:12]=[CH:11][CH:10]=1)(C)(C)C.[F:45][C:46]([F:51])([F:50])[C:47]([OH:49])=[O:48].